Dataset: Forward reaction prediction with 1.9M reactions from USPTO patents (1976-2016). Task: Predict the product of the given reaction. (1) Given the reactants [OH:1][C:2]1[CH:11]=[CH:10][C:5]2[C:6](=[O:9])[CH2:7][O:8][C:4]=2[C:3]=1[CH2:12][N:13]1[CH2:18][CH2:17][N:16]([C:19]([O:21][C:22]([CH3:25])([CH3:24])[CH3:23])=[O:20])[CH2:15][CH2:14]1.[NH:26]1[C:34]2[C:29](=[CH:30][CH:31]=[CH:32][N:33]=2)[C:28]([CH:35]=O)=[CH:27]1.N1CCCCC1, predict the reaction product. The product is: [NH:26]1[C:34]2=[N:33][CH:32]=[CH:31][CH:30]=[C:29]2[C:28](/[CH:35]=[C:7]2\[O:8][C:4]3[C:3]([CH2:12][N:13]4[CH2:14][CH2:15][N:16]([C:19]([O:21][C:22]([CH3:25])([CH3:24])[CH3:23])=[O:20])[CH2:17][CH2:18]4)=[C:2]([OH:1])[CH:11]=[CH:10][C:5]=3[C:6]\2=[O:9])=[CH:27]1. (2) Given the reactants [Cl:1][C:2]1[CH:34]=[CH:33][CH:32]=[C:31]([C:35]([F:38])([F:37])[F:36])[C:3]=1[C:4]([N:6]1[C:14]2[C:9](=[CH:10][CH:11]=[C:12]([C:15]3[O:16][CH:17]=[CH:18][N:19]=3)[CH:13]=2)[C:8]([C:20]2[CH:29]=[CH:28][C:23]([C:24]([O:26]C)=[O:25])=[CH:22][C:21]=2[F:30])=[N:7]1)=[O:5].O[Li].O, predict the reaction product. The product is: [Cl:1][C:2]1[CH:34]=[CH:33][CH:32]=[C:31]([C:35]([F:38])([F:37])[F:36])[C:3]=1[C:4]([N:6]1[C:14]2[C:9](=[CH:10][CH:11]=[C:12]([C:15]3[O:16][CH:17]=[CH:18][N:19]=3)[CH:13]=2)[C:8]([C:20]2[CH:29]=[CH:28][C:23]([C:24]([OH:26])=[O:25])=[CH:22][C:21]=2[F:30])=[N:7]1)=[O:5]. (3) Given the reactants [CH2:1]([C:8]1[S:9][C:10]2[N:11]=[CH:12][N:13]=[C:14](Cl)[C:15]=2[N:16]=1)[C:2]1[CH:7]=[CH:6][CH:5]=[CH:4][CH:3]=1.[CH3:18][O:19][C:20]1[CH:28]=[C:27]2[C:23]([CH:24]=[N:25][NH:26]2)=[CH:22][C:21]=1[NH2:29], predict the reaction product. The product is: [CH2:1]([C:8]1[S:9][C:10]2[N:11]=[CH:12][N:13]=[C:14]([NH:29][C:21]3[CH:22]=[C:23]4[C:27](=[CH:28][C:20]=3[O:19][CH3:18])[NH:26][N:25]=[CH:24]4)[C:15]=2[N:16]=1)[C:2]1[CH:7]=[CH:6][CH:5]=[CH:4][CH:3]=1. (4) The product is: [O:1]1[CH:5]=[CH:4][C:3]([C:6]2[N:11]3[N:12]=[C:13]([NH:15][C:21]([CH:16]4[CH2:20][CH2:19][CH2:18][CH2:17]4)=[O:22])[N:14]=[C:10]3[CH:9]=[CH:8][CH:7]=2)=[CH:2]1. Given the reactants [O:1]1[CH:5]=[CH:4][C:3]([C:6]2[N:11]3[N:12]=[C:13]([NH2:15])[N:14]=[C:10]3[CH:9]=[CH:8][CH:7]=2)=[CH:2]1.[CH:16]1([C:21](Cl)=[O:22])[CH2:20][CH2:19][CH2:18][CH2:17]1, predict the reaction product. (5) Given the reactants Cl[C:2]1[N:7]=[C:6]([NH:8][CH:9]2[CH2:23][CH:12]3[CH2:13][N:14]([C:16]([O:18][C:19]([CH3:22])([CH3:21])[CH3:20])=[O:17])[CH2:15][CH:11]3[CH2:10]2)[C:5]([Cl:24])=[CH:4][N:3]=1.[CH3:25][N:26]1[C:30]([CH3:31])=[CH:29][C:28]([NH2:32])=[N:27]1.FC(F)(F)C(O)=O.C([O-])([O-])=O.[Na+].[Na+], predict the reaction product. The product is: [Cl:24][C:5]1[C:6]([NH:8][CH:9]2[CH2:23][CH:12]3[CH2:13][N:14]([C:16]([O:18][C:19]([CH3:22])([CH3:21])[CH3:20])=[O:17])[CH2:15][CH:11]3[CH2:10]2)=[N:7][C:2]([NH:32][C:28]2[CH:29]=[C:30]([CH3:31])[N:26]([CH3:25])[N:27]=2)=[N:3][CH:4]=1. (6) Given the reactants Cl[C:2]1[N:10]=[CH:9][N:8]=[C:7]2[C:3]=1[NH:4][CH:5]=[N:6]2.[NH:11]1[CH2:16][CH2:15][CH:14]([CH2:17][OH:18])[CH2:13][CH2:12]1.CCN(CC)CC, predict the reaction product. The product is: [N:10]1[C:2]([N:11]2[CH2:16][CH2:15][CH:14]([CH2:17][OH:18])[CH2:13][CH2:12]2)=[C:3]2[C:7]([NH:6][CH:5]=[N:4]2)=[N:8][CH:9]=1. (7) Given the reactants [Br:1][C:2]1[CH:18]=[CH:17][CH:16]=[CH:15][C:3]=1[O:4][C:5]1[CH:14]=[CH:13][C:8]([C:9]([O:11]C)=[O:10])=[CH:7][CH:6]=1.CO.[OH-].[Na+], predict the reaction product. The product is: [Br:1][C:2]1[CH:18]=[CH:17][CH:16]=[CH:15][C:3]=1[O:4][C:5]1[CH:14]=[CH:13][C:8]([C:9]([OH:11])=[O:10])=[CH:7][CH:6]=1. (8) Given the reactants [C:1]([O:5][C:6]([NH:8][CH2:9][CH:10]1[CH2:13][NH:12][CH2:11]1)=[O:7])([CH3:4])([CH3:3])[CH3:2].[CH2:14]([O:21][C:22]([NH:24][C:25](=[NH:28])OC)=[O:23])[C:15]1[CH:20]=[CH:19][CH:18]=[CH:17][CH:16]=1, predict the reaction product. The product is: [C:1]([O:5][C:6]([NH:8][CH2:9][CH:10]1[CH2:11][N:12]([C:25](=[NH:28])[NH:24][C:22]([O:21][CH2:14][C:15]2[CH:16]=[CH:17][CH:18]=[CH:19][CH:20]=2)=[O:23])[CH2:13]1)=[O:7])([CH3:4])([CH3:2])[CH3:3].